This data is from Full USPTO retrosynthesis dataset with 1.9M reactions from patents (1976-2016). The task is: Predict the reactants needed to synthesize the given product. (1) Given the product [Br:42][C:2]1[CH:1]=[CH:23][N:4]=[C:5]([NH:7][C:8]([NH:10][C:11]2[N:15]([C:16]3[CH:21]=[CH:20][CH:19]=[CH:18][CH:17]=3)[N:14]=[C:13]([CH3:22])[CH:12]=2)=[O:9])[CH:6]=1, predict the reactants needed to synthesize it. The reactants are: [CH3:1][C:2]1[CH:6]=[C:5]([NH:7][C:8]([NH:10][C:11]2[N:15]([C:16]3[CH:21]=[CH:20][CH:19]=[CH:18][CH:17]=3)[N:14]=[C:13]([CH3:22])[CH:12]=2)=[O:9])[N:4]([C:23]2C=CC=CC=2)N=1.CC1C=C(N)N(C2C=CC=CC=2)N=1.[Br:42]C1C=CN=C(N)C=1. (2) Given the product [Br:1][C:2]1[N:7]=[CH:6][C:5]([NH:8][CH:12]=[C:13]([C:14]([O:16][CH2:17][CH3:18])=[O:15])[C:19]([O:21][CH2:22][CH3:23])=[O:20])=[CH:4][CH:3]=1, predict the reactants needed to synthesize it. The reactants are: [Br:1][C:2]1[N:7]=[CH:6][C:5]([NH2:8])=[CH:4][CH:3]=1.C(O[CH:12]=[C:13]([C:19]([O:21][CH2:22][CH3:23])=[O:20])[C:14]([O:16][CH2:17][CH3:18])=[O:15])C. (3) Given the product [Cl:18][C:19]1[CH:20]=[C:21]([NH:1][C:2]2[CH:3]=[CH:4][C:5]3[N:10]([CH3:11])[C:9](=[O:12])[O:8][C:7]([CH2:15][CH3:16])([CH2:13][CH3:14])[C:6]=3[CH:17]=2)[CH:22]=[C:23]([Cl:25])[CH:24]=1, predict the reactants needed to synthesize it. The reactants are: [NH2:1][C:2]1[CH:3]=[CH:4][C:5]2[N:10]([CH3:11])[C:9](=[O:12])[O:8][C:7]([CH2:15][CH3:16])([CH2:13][CH3:14])[C:6]=2[CH:17]=1.[Cl:18][C:19]1[CH:20]=[C:21](B(O)O)[CH:22]=[C:23]([Cl:25])[CH:24]=1. (4) Given the product [Si:1]([O:8][C:9]1[CH:10]=[C:11]2[C:12](=[CH:13][CH:14]=1)[N:15]=[C:19]([C:21]1[CH:26]=[CH:25][C:24]([N:27]([CH3:29])[CH3:28])=[CH:23][CH:22]=1)[CH:18]=[N:16]2)([C:4]([CH3:7])([CH3:6])[CH3:5])([CH3:3])[CH3:2], predict the reactants needed to synthesize it. The reactants are: [Si:1]([O:8][C:9]1[CH:10]=[C:11]([NH2:16])[C:12]([NH2:15])=[CH:13][CH:14]=1)([C:4]([CH3:7])([CH3:6])[CH3:5])([CH3:3])[CH3:2].Br[CH2:18][C:19]([C:21]1[CH:26]=[CH:25][C:24]([N:27]([CH3:29])[CH3:28])=[CH:23][CH:22]=1)=O. (5) Given the product [Br:1][C:2]1[CH:7]=[CH:6][C:5]([C@H:14]2[CH2:15][CH2:16][C:12](=[O:17])[CH2:13]2)=[CH:4][CH:3]=1, predict the reactants needed to synthesize it. The reactants are: [Br:1][C:2]1[CH:7]=[CH:6][C:5](B(O)O)=[CH:4][CH:3]=1.O.[C:12]1(=[O:17])[CH2:16][CH2:15][CH:14]=[CH:13]1.CCN(CC)CC. (6) Given the product [CH3:27][C:3]1[C:4]2[C:11](=[O:12])[N:10]([C:13]3[CH:14]=[N:15][N:16]([CH2:18][C:19]([F:22])([F:20])[F:21])[CH:17]=3)[C:9]3([CH2:26][CH2:25][O:24][CH2:23]3)[C:5]=2[NH:6][C:7](=[O:8])[CH:2]=1, predict the reactants needed to synthesize it. The reactants are: Br[C:2]1[C:7](=[O:8])[NH:6][C:5]2[C:9]3([CH2:26][CH2:25][O:24][CH2:23]3)[N:10]([C:13]3[CH:14]=[N:15][N:16]([CH2:18][C:19]([F:22])([F:21])[F:20])[CH:17]=3)[C:11](=[O:12])[C:4]=2[C:3]=1[CH3:27].C(N(CC)CC)C.[H][H].CO.